Dataset: Reaction yield outcomes from USPTO patents with 853,638 reactions. Task: Predict the reaction yield, written as a fraction of the theoretical maximum amount of product (1.0 means a 100% yield; for example, 0.34 means a 34% yield). (1) The reactants are [C:1]([N:4]1[CH2:9][CH2:8][N:7]([C:10]2[CH:15]=[CH:14][C:13](/[CH:16]=[CH:17]/[C:18]3[C:26]4[C:21](=[CH:22][CH:23]=[CH:24][CH:25]=4)[NH:20][N:19]=3)=[CH:12][C:11]=2[N+:27]([O-])=O)[CH2:6][CH2:5]1)(=[O:3])[CH3:2].Cl.[Sn]. The catalyst is C(O)C. The product is [C:1]([N:4]1[CH2:5][CH2:6][N:7]([C:10]2[CH:15]=[CH:14][C:13](/[CH:16]=[CH:17]/[C:18]3[C:26]4[C:21](=[CH:22][CH:23]=[CH:24][CH:25]=4)[NH:20][N:19]=3)=[CH:12][C:11]=2[NH2:27])[CH2:8][CH2:9]1)(=[O:3])[CH3:2]. The yield is 0.320. (2) The reactants are [N:1]12[CH2:8][CH2:7][C:4]([C:9]([C:17]3[CH:22]=[CH:21][CH:20]=[CH:19][CH:18]=3)([C:11]3[CH:16]=[CH:15][CH:14]=[CH:13][CH:12]=3)[OH:10])([CH2:5][CH2:6]1)[CH2:3][CH2:2]2.[C:23]1([O:29][CH2:30][CH2:31][CH2:32][CH2:33][Br:34])[CH:28]=[CH:27][CH:26]=[CH:25][CH:24]=1. The catalyst is CC#N. The product is [Br-:34].[OH:10][C:9]([C:17]1[CH:22]=[CH:21][CH:20]=[CH:19][CH:18]=1)([C:11]1[CH:12]=[CH:13][CH:14]=[CH:15][CH:16]=1)[C:4]12[CH2:5][CH2:6][N+:1]([CH2:33][CH2:32][CH2:31][CH2:30][O:29][C:23]3[CH:28]=[CH:27][CH:26]=[CH:25][CH:24]=3)([CH2:2][CH2:3]1)[CH2:8][CH2:7]2. The yield is 0.649. (3) The reactants are Br[C:2]1[CH:3]=[C:4]2[C:8](=[CH:9][CH:10]=1)[N:7]([CH2:11][C:12]([O:14][CH2:15][CH3:16])=[O:13])[CH:6]=[C:5]2[CH2:17][C:18]#[N:19].[C:20]1(B(O)O)[CH:25]=[CH:24][CH:23]=[CH:22][CH:21]=1.C([O-])([O-])=O.[Na+].[Na+].O. The catalyst is COCCOC.CC([O-])=O.CC([O-])=O.[Pd+2].C1C=CC(P(C2C=CC=CC=2)C2C=CC=CC=2)=CC=1. The product is [C:18]([CH2:17][C:5]1[C:4]2[C:8](=[CH:9][CH:10]=[C:2]([C:20]3[CH:25]=[CH:24][CH:23]=[CH:22][CH:21]=3)[CH:3]=2)[N:7]([CH2:11][C:12]([O:14][CH2:15][CH3:16])=[O:13])[CH:6]=1)#[N:19]. The yield is 0.450. (4) The reactants are [CH2:1]([O:8][C:9]1[C:14](=[O:15])[N:13]2[CH:16]=[C:17]([CH3:20])[CH:18]=[CH:19][C:12]2=[N:11][C:10]=1[C:21]#[N:22])[C:2]1[CH:7]=[CH:6][CH:5]=[CH:4][CH:3]=1.Cl.[NH2:24][OH:25].C(=O)(O)[O-].[Na+]. The catalyst is C(O)C. The product is [CH2:1]([O:8][C:9]1[C:14](=[O:15])[N:13]2[CH:16]=[C:17]([CH3:20])[CH:18]=[CH:19][C:12]2=[N:11][C:10]=1[C:21]([NH:24][OH:25])=[NH:22])[C:2]1[CH:3]=[CH:4][CH:5]=[CH:6][CH:7]=1. The yield is 0.800. (5) The reactants are [OH:1][C:2]1[CH:7]=[CH:6][C:5]([CH2:8][C:9]([O:11][CH2:12][CH3:13])=[O:10])=[CH:4][CH:3]=1.C([O-])([O-])=O.[K+].[K+].Cl[CH2:21][C:22]1[CH:31]=[CH:30][C:29]2[C:24](=[CH:25][CH:26]=[CH:27][CH:28]=2)[N:23]=1. The catalyst is C(#N)C. The product is [N:23]1[C:24]2[C:29](=[CH:28][CH:27]=[CH:26][CH:25]=2)[CH:30]=[CH:31][C:22]=1[CH2:21][O:1][C:2]1[CH:3]=[CH:4][C:5]([CH2:8][C:9]([O:11][CH2:12][CH3:13])=[O:10])=[CH:6][CH:7]=1. The yield is 0.934.